This data is from Catalyst prediction with 721,799 reactions and 888 catalyst types from USPTO. The task is: Predict which catalyst facilitates the given reaction. (1) Reactant: P(C(C)(C)C)(C(C)(C)C)C(C)(C)C.Br[C:15]1[CH:32]=[CH:31][C:18]2[N:19]([CH:24]3[CH2:29][CH2:28][N:27]([CH3:30])[CH2:26][CH2:25]3)[CH2:20][CH2:21][CH2:22][CH2:23][C:17]=2[CH:16]=1.[Li+].C[Si]([N-:38][Si](C)(C)C)(C)C.Cl.[OH-].[Na+]. Product: [CH3:30][N:27]1[CH2:28][CH2:29][CH:24]([N:19]2[CH2:20][CH2:21][CH2:22][CH2:23][C:17]3[CH:16]=[C:15]([NH2:38])[CH:32]=[CH:31][C:18]2=3)[CH2:25][CH2:26]1. The catalyst class is: 443. (2) Reactant: [Br:1][C:2]1[CH:10]=[CH:9][C:5]([C:6]([OH:8])=[O:7])=[CH:4][C:3]=1[OH:11].[CH3:12][CH2:13]O.CS(O)(=O)=O. Product: [Br:1][C:2]1[CH:10]=[CH:9][C:5]([C:6]([O:8][CH2:12][CH3:13])=[O:7])=[CH:4][C:3]=1[OH:11]. The catalyst class is: 48. (3) Reactant: [Br:1][C:2]1[CH:11]=[CH:10][CH:9]=[C:8]2[C:3]=1[C:4](=[O:19])[CH2:5][N:6]([C:12]([O:14][C:15]([CH3:18])([CH3:17])[CH3:16])=[O:13])[CH2:7]2.[BH4-].[Na+]. Product: [Br:1][C:2]1[CH:11]=[CH:10][CH:9]=[C:8]2[C:3]=1[CH:4]([OH:19])[CH2:5][N:6]([C:12]([O:14][C:15]([CH3:17])([CH3:16])[CH3:18])=[O:13])[CH2:7]2. The catalyst class is: 36.